This data is from Reaction yield outcomes from USPTO patents with 853,638 reactions. The task is: Predict the reaction yield, written as a fraction of the theoretical maximum amount of product (1.0 means a 100% yield; for example, 0.34 means a 34% yield). (1) The reactants are [Cl:1][CH2:2][CH2:3][O:4][C:5]1[CH:6]=[C:7]([CH2:11][C:12]([O:14]C)=[O:13])[CH:8]=[CH:9][CH:10]=1.[OH-].[Na+].Cl. The catalyst is CO. The product is [Cl:1][CH2:2][CH2:3][O:4][C:5]1[CH:6]=[C:7]([CH2:11][C:12]([OH:14])=[O:13])[CH:8]=[CH:9][CH:10]=1. The yield is 0.990. (2) The reactants are [CH:1]12[CH:8]([N:9]([CH2:18][C:19]3[C:24]([CH3:25])=[CH:23][CH:22]=[CH:21][N:20]=3)[CH2:10][C:11]3[C:16]([CH3:17])=[CH:15][CH:14]=[CH:13][N:12]=3)[CH:5]([CH2:6][CH2:7]1)[CH2:4][NH:3][CH2:2]2.C1([O:32][C:33]([NH:35][OH:36])=O)C=CC=CC=1.O. The catalyst is C1COCC1. The product is [OH:36][NH:35][C:33]([N:3]1[CH2:4][CH:5]2[CH:8]([N:9]([CH2:10][C:11]3[C:16]([CH3:17])=[CH:15][CH:14]=[CH:13][N:12]=3)[CH2:18][C:19]3[C:24]([CH3:25])=[CH:23][CH:22]=[CH:21][N:20]=3)[CH:1]([CH2:7][CH2:6]2)[CH2:2]1)=[O:32]. The yield is 0.750.